From a dataset of Catalyst prediction with 721,799 reactions and 888 catalyst types from USPTO. Predict which catalyst facilitates the given reaction. (1) Reactant: CN(C)CCNC.C([Li])CCC.[F:13][C:14]1[C:23]2[C:18](=[CH:19][CH:20]=[CH:21][CH:22]=2)[C:17]([CH:24]=[O:25])=[CH:16][CH:15]=1.[Br:26]C(F)(F)C(Br)(F)F.Cl. Product: [Br:26][C:16]1[CH:15]=[C:14]([F:13])[C:23]2[C:18](=[CH:19][CH:20]=[CH:21][CH:22]=2)[C:17]=1[CH:24]=[O:25]. The catalyst class is: 7. (2) Product: [F:34][C:35]1[CH:42]=[CH:41][C:38]([CH2:39][N:29]2[CH2:28][CH2:27][CH:26]([N:23]3[C:19]4=[N:20][CH:21]=[N:22][C:17]([O:16][C:15]5[CH:14]=[CH:13][C:12]([S:9]([CH3:8])(=[O:11])=[O:10])=[CH:33][CH:32]=5)=[C:18]4[CH:25]=[N:24]3)[CH2:31][CH2:30]2)=[CH:37][CH:36]=1. Reactant: FC(F)(F)C(O)=O.[CH3:8][S:9]([C:12]1[CH:33]=[CH:32][C:15]([O:16][C:17]2[N:22]=[CH:21][N:20]=[C:19]3[N:23]([CH:26]4[CH2:31][CH2:30][NH:29][CH2:28][CH2:27]4)[N:24]=[CH:25][C:18]=23)=[CH:14][CH:13]=1)(=[O:11])=[O:10].[F:34][C:35]1[CH:42]=[CH:41][C:38]([CH:39]=O)=[CH:37][CH:36]=1.C(N(CC)CC)C.C(O[BH-](OC(=O)C)OC(=O)C)(=O)C.[Na+]. The catalyst class is: 26. (3) Product: [F:1][C:2]1[CH:21]=[CH:20][C:5]([C:6]([CH:8]2[CH2:13][CH2:12][N:11]([CH2:14][C:15]([OH:17])=[O:16])[CH2:10][CH2:9]2)=[O:7])=[CH:4][CH:3]=1. Reactant: [F:1][C:2]1[CH:21]=[CH:20][C:5]([C:6]([CH:8]2[CH2:13][CH2:12][N:11]([CH2:14][C:15]([O:17]CC)=[O:16])[CH2:10][CH2:9]2)=[O:7])=[CH:4][CH:3]=1.[OH-].[Na+].Cl. The catalyst class is: 40. (4) Product: [Cl:12][C:13]1[CH:18]=[C:17]([CH:16]=[C:15]([Cl:21])[C:14]=1[O:22][C:6]1[CH:7]=[CH:8][C:3]([O:2][CH3:1])=[CH:4][CH:5]=1)[CH2:19][OH:20]. Reactant: [CH3:1][O:2][C:3]1[CH:8]=[CH:7][C:6](B(O)O)=[CH:5][CH:4]=1.[Cl:12][C:13]1[CH:18]=[C:17]([CH2:19][OH:20])[CH:16]=[C:15]([Cl:21])[C:14]=1[OH:22].N1C=CC=CC=1.C(N(CC)CC)C. The catalyst class is: 732. (5) Reactant: [H-].[Na+].[Br:3][C:4]1[CH:9]=[C:8]([CH:10]([CH3:12])[CH3:11])[CH:7]=[CH:6][C:5]=1[NH:13][C:14]1[N:15]=[C:16]([CH3:29])[C:17]2[CH2:23][CH2:22][CH2:21][N:20]([CH:24]([CH2:27][CH3:28])[CH2:25][CH3:26])[C:18]=2[N:19]=1.I[CH2:31][CH3:32]. Product: [Br:3][C:4]1[CH:9]=[C:8]([CH:10]([CH3:11])[CH3:12])[CH:7]=[CH:6][C:5]=1[N:13]([CH2:31][CH3:32])[C:14]1[N:15]=[C:16]([CH3:29])[C:17]2[CH2:23][CH2:22][CH2:21][N:20]([CH:24]([CH2:25][CH3:26])[CH2:27][CH3:28])[C:18]=2[N:19]=1. The catalyst class is: 9. (6) Reactant: [F:1][C:2]1[CH:7]=[CH:6][C:5]([C:8]2[N:9]=[C:10]3[N:14]([C:15]=2[C:16]2[CH:21]=[CH:20][N:19]=[C:18]([NH:22][CH:23]4[CH2:28][CH2:27][N:26](C(OC(C)(C)C)=O)[CH2:25][CH2:24]4)[N:17]=2)[CH:13]=[CH:12][O:11]3)=[CH:4][CH:3]=1.[ClH:36]. Product: [ClH:36].[F:1][C:2]1[CH:7]=[CH:6][C:5]([C:8]2[N:9]=[C:10]3[N:14]([C:15]=2[C:16]2[CH:21]=[CH:20][N:19]=[C:18]([NH:22][CH:23]4[CH2:28][CH2:27][NH:26][CH2:25][CH2:24]4)[N:17]=2)[CH:13]=[CH:12][O:11]3)=[CH:4][CH:3]=1. The catalyst class is: 12.